Task: Regression. Given a peptide amino acid sequence and an MHC pseudo amino acid sequence, predict their binding affinity value. This is MHC class I binding data.. Dataset: Peptide-MHC class I binding affinity with 185,985 pairs from IEDB/IMGT (1) The peptide sequence is QLKQRDALF. The MHC is HLA-B58:01 with pseudo-sequence HLA-B58:01. The binding affinity (normalized) is 0.0847. (2) The MHC is HLA-A02:06 with pseudo-sequence HLA-A02:06. The peptide sequence is QLMWALGENMA. The binding affinity (normalized) is 0.0662. (3) The peptide sequence is LEARVNLSV. The MHC is HLA-B18:01 with pseudo-sequence HLA-B18:01. The binding affinity (normalized) is 0.0847.